The task is: Predict the reactants needed to synthesize the given product.. This data is from Full USPTO retrosynthesis dataset with 1.9M reactions from patents (1976-2016). (1) Given the product [F:1][C:2]1[CH:3]=[CH:4][C:5]([C:8]2[N:9]=[C:10]3[C:15]([CH3:16])=[C:14]([CH3:17])[C:13]([N:18]4[CH2:19][CH2:20][NH:21][CH2:22][CH2:23]4)=[N:12][N:11]3[C:24]=2[I:25])=[CH:6][CH:7]=1, predict the reactants needed to synthesize it. The reactants are: [F:1][C:2]1[CH:7]=[CH:6][C:5]([C:8]2[N:9]=[C:10]3[C:15]([CH3:16])=[C:14]([CH3:17])[C:13]([N:18]4[CH2:23][CH2:22][NH:21][CH2:20][CH2:19]4)=[N:12][N:11]3[CH:24]=2)=[CH:4][CH:3]=1.[I:25]Cl.S([O-])([O-])(=O)=S.[Na+].[Na+].C(=O)([O-])O.[Na+]. (2) Given the product [O:17]1[CH:18]=[N:19][N:20]=[C:16]1[C:14]1[N:15]([C:27](=[O:29])[CH3:28])[C:8]2[C:7]3[N:6]=[C:5]([C:21]([F:24])([F:23])[F:22])[CH:4]=[C:3]([C:2]([F:25])([F:1])[F:26])[C:12]=3[CH:11]=[CH:10][C:9]=2[CH:13]=1, predict the reactants needed to synthesize it. The reactants are: [F:1][C:2]([F:26])([F:25])[C:3]1[C:12]2[CH:11]=[CH:10][C:9]3[CH:13]=[C:14]([C:16]4[O:17][CH:18]=[N:19][N:20]=4)[NH:15][C:8]=3[C:7]=2[N:6]=[C:5]([C:21]([F:24])([F:23])[F:22])[CH:4]=1.[C:27](Cl)(=[O:29])[CH3:28]. (3) Given the product [C:36]([C:10]1[CH:11]=[C:12]2[C:17](=[CH:18][C:9]=1[OH:8])[N:16]=[CH:15][CH:14]=[C:13]2[O:19][C:20]1[CH:25]=[CH:24][C:23]([NH:26][C:27]([NH:29][C:30]2[S:31][CH:32]=[CH:33][N:34]=2)=[O:28])=[C:22]([F:35])[CH:21]=1)#[N:37], predict the reactants needed to synthesize it. The reactants are: C([O:8][C:9]1[CH:18]=[C:17]2[C:12]([C:13]([O:19][C:20]3[CH:25]=[CH:24][C:23]([NH:26][C:27]([NH:29][C:30]4[S:31][CH:32]=[CH:33][N:34]=4)=[O:28])=[C:22]([F:35])[CH:21]=3)=[CH:14][CH:15]=[N:16]2)=[CH:11][C:10]=1[C:36]#[N:37])C1C=CC=CC=1.C1(SC)C=CC=CC=1. (4) Given the product [CH3:1][CH:2]([CH3:41])[C@@H:3]([NH:12][C:13]1[N:18]=[C:17]([C:19]2[C:27]3[C:22](=[N:23][CH:24]=[C:25]([C:28]([OH:30])=[O:29])[CH:26]=3)[NH:21][CH:20]=2)[CH:16]=[N:15][CH:14]=1)[C:4](=[O:11])[NH:5][CH2:6][C:7]([F:9])([F:8])[F:10], predict the reactants needed to synthesize it. The reactants are: [CH3:1][CH:2]([CH3:41])[C@@H:3]([NH:12][C:13]1[N:18]=[C:17]([C:19]2[C:27]3[C:22](=[N:23][CH:24]=[C:25]([C:28]([O:30]C)=[O:29])[CH:26]=3)[N:21](S(C3C=CC=CC=3)(=O)=O)[CH:20]=2)[CH:16]=[N:15][CH:14]=1)[C:4](=[O:11])[NH:5][CH2:6][C:7]([F:10])([F:9])[F:8].[OH-].[Na+].C(O)(C(F)(F)F)=O. (5) Given the product [C:31](=[O:32])([O:20][C:19]1[C:18]([N+:21]([O-:23])=[O:22])=[C:17]([CH3:24])[N:16]=[C:15]([CH3:25])[C:14]=1[CH2:7][CH2:8][CH2:9][CH2:10][CH2:11][CH2:12][CH3:13])[O:30][C:27]([CH3:29])([CH3:28])[CH3:26], predict the reactants needed to synthesize it. The reactants are: CC([O-])(C)C.[K+].[CH2:7]([C:14]1[C:19](=[O:20])[C:18]([N+:21]([O-:23])=[O:22])=[C:17]([CH3:24])[NH:16][C:15]=1[CH3:25])[CH2:8][CH2:9][CH2:10][CH2:11][CH2:12][CH3:13].[CH3:26][C:27]([O:30][C:31](O[C:31]([O:30][C:27]([CH3:29])([CH3:28])[CH3:26])=[O:32])=[O:32])([CH3:29])[CH3:28]. (6) The reactants are: P([O-])([O-])([O-])=O.[K+].[K+].[K+].COC(C)(C)C.[NH2:15][CH:16]([C:24]1[CH:29]=[CH:28][C:27]([CH3:30])=[CH:26][CH:25]=1)[CH2:17][C:18]([O:20]CCC)=[O:19]. Given the product [NH2:15][CH:16]([C:24]1[CH:25]=[CH:26][C:27]([CH3:30])=[CH:28][CH:29]=1)[CH2:17][C:18]([OH:20])=[O:19], predict the reactants needed to synthesize it. (7) Given the product [CH:29]([C:30]1[CH:35]=[CH:34][C:33]([C:6]2[CH:7]=[CH:2][CH:3]=[C:4]([C:8]([C:10]3[CH:11]=[C:12]([C:22]4[CH:27]=[CH:26][CH:25]=[CH:24][CH:23]=4)[CH:13]=[C:14]([C:16]4[CH:17]=[CH:18][CH:19]=[CH:20][CH:21]=4)[CH:15]=3)=[O:9])[CH:5]=2)=[CH:32][CH:31]=1)=[CH2:28], predict the reactants needed to synthesize it. The reactants are: Br[C:2]1[CH:3]=[C:4]([C:8]([C:10]2[CH:11]=[C:12]([C:22]3[CH:27]=[CH:26][CH:25]=[CH:24][CH:23]=3)[CH:13]=[C:14]([C:16]3[CH:21]=[CH:20][CH:19]=[CH:18][CH:17]=3)[CH:15]=2)=[O:9])[CH:5]=[CH:6][CH:7]=1.[CH:28](B(O)O)=[CH:29][C:30]1[CH:35]=[CH:34][CH:33]=[CH:32][CH:31]=1.C(=O)([O-])[O-].[Na+].[Na+]. (8) Given the product [Cl:39][CH2:17][C:1]1[C:14]2[C:15]3=[C:16]4[C:11](=[CH:12][CH:13]=2)[CH:10]=[CH:9][CH:8]=[C:7]4[CH:6]=[CH:5][C:4]3=[CH:3][CH:2]=1, predict the reactants needed to synthesize it. The reactants are: [C:1]1([CH2:17]O)[C:14]2[C:15]3=[C:16]4[C:11](=[CH:12][CH:13]=2)[CH:10]=[CH:9][CH:8]=[C:7]4[CH:6]=[CH:5][C:4]3=[CH:3][CH:2]=1.C1C2C3=C4C(=CC=2)C=CC=C4C=CC3=CC=1.[BH4-].[Na+].S(Cl)([Cl:39])=O.